From a dataset of NCI-60 drug combinations with 297,098 pairs across 59 cell lines. Regression. Given two drug SMILES strings and cell line genomic features, predict the synergy score measuring deviation from expected non-interaction effect. Drug 1: CC(C1=C(C=CC(=C1Cl)F)Cl)OC2=C(N=CC(=C2)C3=CN(N=C3)C4CCNCC4)N. Drug 2: C1CNP(=O)(OC1)N(CCCl)CCCl. Cell line: NCI-H322M. Synergy scores: CSS=-2.41, Synergy_ZIP=-0.347, Synergy_Bliss=-2.27, Synergy_Loewe=-3.68, Synergy_HSA=-3.99.